From a dataset of Full USPTO retrosynthesis dataset with 1.9M reactions from patents (1976-2016). Predict the reactants needed to synthesize the given product. (1) Given the product [CH2:1]([N:3]1[C:12]2[C:7](=[CH:8][C:9]([F:23])=[C:10]([N:13]3[CH2:14][CH2:15][N:16]([CH2:19][C:20](=[N:29][OH:30])[CH3:21])[CH2:17][CH2:18]3)[CH:11]=2)[C:6](=[O:24])[C:5]([C:25]([OH:27])=[O:26])=[CH:4]1)[CH3:2], predict the reactants needed to synthesize it. The reactants are: [CH2:1]([N:3]1[C:12]2[C:7](=[CH:8][C:9]([F:23])=[C:10]([N:13]3[CH2:18][CH2:17][N:16]([CH2:19][C:20](=O)[CH3:21])[CH2:15][CH2:14]3)[CH:11]=2)[C:6](=[O:24])[C:5]([C:25]([OH:27])=[O:26])=[CH:4]1)[CH3:2].Cl.[NH2:29][OH:30].C(=O)(O)[O-].[Na+].C(Cl)Cl. (2) Given the product [CH3:20][N:21]([CH2:23][C:6]1[N:5]([C:7]2[CH:14]=[CH:13][C:12]([O:15][C:16]([F:19])([F:17])[F:18])=[CH:11][C:8]=2[C:9]#[N:10])[CH:4]=[N:3][C:2]=1[CH3:1])[CH3:22], predict the reactants needed to synthesize it. The reactants are: [CH3:1][C:2]1[N:3]=[CH:4][N:5]([C:7]2[CH:14]=[CH:13][C:12]([O:15][C:16]([F:19])([F:18])[F:17])=[CH:11][C:8]=2[C:9]#[N:10])[CH:6]=1.[CH3:20][N+:21]([CH3:23])=[CH2:22].[I-]. (3) The reactants are: [N:1]([CH2:4][C:5]([O:7]CC)=[O:6])=[N+:2]=[N-:3].[C:10]1(C)[CH:15]=CC=C[CH:11]=1. Given the product [CH3:15][C:10]1[N:3]=[N:2][N:1]([CH2:4][C:5]([OH:7])=[O:6])[CH:11]=1, predict the reactants needed to synthesize it. (4) Given the product [N:1]1([C:7]([O:9][C@H:10](/[CH:11]=[CH:12]\[C:13]([NH:60][C@@H:56]2[CH2:55][C@H:54]([CH3:61])[C@H:53]([CH2:50][CH:51]=[CH2:52])[O:58][C@@H:57]2[CH3:59])=[O:15])[CH3:16])=[O:8])[CH2:2][CH2:3][O:4][CH2:5][CH2:6]1, predict the reactants needed to synthesize it. The reactants are: [N:1]1([C:7]([O:9][C@@H:10]([CH3:16])/[CH:11]=[CH:12]\[C:13]([OH:15])=O)=[O:8])[CH2:6][CH2:5][O:4][CH2:3][CH2:2]1.F[P-](F)(F)(F)(F)F.N1(OC(N(C)C)=[N+](C)C)C2N=CC=CC=2N=N1.CCN(C(C)C)C(C)C.[CH2:50]([C@@H:53]1[O:58][C@H:57]([CH3:59])[C@H:56]([NH2:60])[CH2:55][C@@H:54]1[CH3:61])[CH:51]=[CH2:52]. (5) Given the product [Br:14][C:8]1[CH:9]=[C:10]([N+:11]([O-:13])=[O:12])[C:2]([CH3:1])=[C:3]([CH:7]=1)[C:4]([OH:6])=[O:5], predict the reactants needed to synthesize it. The reactants are: [CH3:1][C:2]1[C:10]([N+:11]([O-:13])=[O:12])=[CH:9][CH:8]=[CH:7][C:3]=1[C:4]([OH:6])=[O:5].[Br:14]N1C(C)(C)C(=O)N(Br)C1=O. (6) The reactants are: [NH:1]1[C:9]2[C:4](=[CH:5][CH:6]=[CH:7][CH:8]=2)[CH2:3][C@H:2]1[CH2:10][OH:11].FC(F)(F)S(O[C:18]1[C:19]2[CH2:40][N:39]([CH3:41])[CH2:38][CH2:37][C:20]=2[N:21]=[C:22]([NH:24][C:25]2[CH:30]=[CH:29][C:28]([N:31]3[CH:35]=[CH:34][N:33]=[C:32]3[CH3:36])=[CH:27][CH:26]=2)[N:23]=1)(=O)=O. Given the product [CH3:41][N:39]1[CH2:38][CH2:37][C:20]2[N:21]=[C:22]([NH:24][C:25]3[CH:26]=[CH:27][C:28]([N:31]4[CH:35]=[CH:34][N:33]=[C:32]4[CH3:36])=[CH:29][CH:30]=3)[N:23]=[C:18]([N:1]3[C:9]4[C:4](=[CH:5][CH:6]=[CH:7][CH:8]=4)[CH2:3][C@H:2]3[CH2:10][OH:11])[C:19]=2[CH2:40]1, predict the reactants needed to synthesize it.